The task is: Predict the product of the given reaction.. This data is from Forward reaction prediction with 1.9M reactions from USPTO patents (1976-2016). (1) Given the reactants [O:1]=[C:2]=[N:3]C1CC(C)(C)CC(C)(CN=C=O)C1.COC.C1(C=[CH:26][C:24]([OH:25])=CC=1)O.C(C(CO)(CO)CC)O.[N-]=C=O.[C:40]([O:44]CC(CO)(C[O:44][C:40](=[O:43])[CH:41]=[CH2:42])C[O:44][C:40](=[O:43])[CH:41]=[CH2:42])(=[O:43])[CH:41]=[CH2:42], predict the reaction product. The product is: [C:40]([OH:44])(=[O:43])[CH:41]=[CH2:42].[NH2:3][C:2]([O:25][CH2:24][CH3:26])=[O:1]. (2) Given the reactants [Cl:1][C:2]1[CH:7]=[CH:6][CH:5]=[C:4]([F:8])[C:3]=1[C:9]1[NH:26][C:12]2=[N:13][CH:14]=[C:15](B3OC(C)(C)C(C)(C)O3)[CH:16]=[C:11]2[CH:10]=1.[CH3:27][C:28]1[S:32][C:31]([C:33]2[CH:38]=[N:37][CH:36]=[CH:35][N:34]=2)=[N:30][C:29]=1OS(C(F)(F)F)(=O)=O, predict the reaction product. The product is: [Cl:1][C:2]1[CH:7]=[CH:6][CH:5]=[C:4]([F:8])[C:3]=1[C:9]1[NH:26][C:12]2=[N:13][CH:14]=[C:15]([C:29]3[N:30]=[C:31]([C:33]4[CH:38]=[N:37][CH:36]=[CH:35][N:34]=4)[S:32][C:28]=3[CH3:27])[CH:16]=[C:11]2[CH:10]=1. (3) Given the reactants [Cl:1][C:2]1[N:7]=[CH:6][C:5]([C:8](Cl)=[O:9])=[CH:4][CH:3]=1.[NH2:11][C:12]1[CH:13]=[C:14]([CH:30]=[CH:31][C:32]=1[CH3:33])[C:15]([NH:17][C:18]1[CH:23]=[CH:22][CH:21]=[C:20]([N:24]2[CH2:29][CH2:28][O:27][CH2:26][CH2:25]2)[CH:19]=1)=[O:16], predict the reaction product. The product is: [Cl:1][C:2]1[N:7]=[CH:6][C:5]([C:8]([NH:11][C:12]2[CH:13]=[C:14]([CH:30]=[CH:31][C:32]=2[CH3:33])[C:15]([NH:17][C:18]2[CH:23]=[CH:22][CH:21]=[C:20]([N:24]3[CH2:25][CH2:26][O:27][CH2:28][CH2:29]3)[CH:19]=2)=[O:16])=[O:9])=[CH:4][CH:3]=1. (4) Given the reactants [C:1]1([C:7]2[N:11]([S:12]([C:15]3[CH:20]=[CH:19][CH:18]=[CH:17][CH:16]=3)(=[O:14])=[O:13])[CH:10]=[C:9]([C:21](OC)=[O:22])[C:8]=2[CH2:25][CH2:26][CH3:27])[CH:6]=[CH:5][CH:4]=[CH:3][CH:2]=1.[H-].C([Al+]CC(C)C)C(C)C, predict the reaction product. The product is: [C:1]1([C:7]2[N:11]([S:12]([C:15]3[CH:16]=[CH:17][CH:18]=[CH:19][CH:20]=3)(=[O:13])=[O:14])[CH:10]=[C:9]([CH2:21][OH:22])[C:8]=2[CH2:25][CH2:26][CH3:27])[CH:2]=[CH:3][CH:4]=[CH:5][CH:6]=1. (5) Given the reactants C([O:8][C:9]1[CH:17]=[CH:16][C:15]2[N:14]([S:18]([C:21]3[CH:26]=[CH:25][CH:24]=[CH:23][CH:22]=3)(=[O:20])=[O:19])[CH:13]=[CH:12][C:11]=2[C:10]=1[CH:27]=O)C1C=CC=CC=1.[OH:29][CH:30]1[CH2:34][CH2:33][NH:32][CH2:31]1.C(O[BH-](OC(=O)C)OC(=O)C)(=O)C.[Na+].C([O-])=O.[NH4+], predict the reaction product. The product is: [OH:29][CH:30]1[CH2:34][CH2:33][N:32]([CH2:27][C:10]2[C:9]([OH:8])=[CH:17][CH:16]=[C:15]3[C:11]=2[CH:12]=[CH:13][N:14]3[S:18]([C:21]2[CH:26]=[CH:25][CH:24]=[CH:23][CH:22]=2)(=[O:19])=[O:20])[CH2:31]1. (6) The product is: [Si:18]([O:17][C:14]1[CH:15]=[CH:16][C:11]([C:10]2[CH:2]=[C:3]([CH:7]=[CH:8][N:9]=2)[CH:4]=[O:5])=[C:12]([CH3:25])[CH:13]=1)([C:21]([CH3:24])([CH3:23])[CH3:22])([CH3:19])[CH3:20]. Given the reactants C[C:2]1[C:10]([C:11]2[CH:16]=[CH:15][C:14]([O:17][Si:18]([C:21]([CH3:24])([CH3:23])[CH3:22])([CH3:20])[CH3:19])=[CH:13][C:12]=2[CH3:25])=[N:9][CH:8]=[CH:7][C:3]=1[C:4](O)=[O:5].[H-].C([Al+]CC(C)C)C(C)C.CO.C(C(C(C([O-])=O)O)O)([O-])=O.[K+].[Na+], predict the reaction product. (7) Given the reactants [C:1]([CH:3]([CH:7]1[C:11]([Cl:12])=[C:10](Cl)C(=O)O1)[C:4]([NH2:6])=[O:5])#[N:2].Cl.[NH2:16][CH2:17][C:18]1[CH:23]=[C:22]([F:24])[CH:21]=[CH:20][C:19]=1[S:25]([NH2:28])(=[O:27])=[O:26].C(=O)([O-])[O-].[K+].[K+], predict the reaction product. The product is: [ClH:12].[Cl:12][C:11]1[CH:7]=[C:3]([C:4]([NH2:6])=[O:5])[C:1](=[NH:2])[N:16]([CH2:17][C:18]2[CH:23]=[C:22]([F:24])[CH:21]=[CH:20][C:19]=2[S:25](=[O:26])(=[O:27])[NH2:28])[CH:10]=1. (8) The product is: [NH2:41][C:37]1[N:38]=[CH:39][N:40]=[C:35]([O:34][C:33]2[CH:32]=[C:31]([NH:30][C:1](=[O:4])[CH:2]=[CH2:3])[CH:57]=[CH:56][CH:55]=2)[C:36]=1[C:42]1[CH:43]=[CH:44][C:45]([O:48][C:49]2[CH:54]=[CH:53][CH:52]=[CH:51][CH:50]=2)=[CH:46][CH:47]=1. Given the reactants [C:1](O)(=[O:4])[CH:2]=[CH2:3].O=C1N(P(Cl)(N2CCOC2=O)=O)CCO1.C(N(CC)C(C)C)(C)C.[NH2:30][C:31]1[CH:32]=[C:33]([CH:55]=[CH:56][CH:57]=1)[O:34][C:35]1[N:40]=[CH:39][N:38]=[C:37]([NH2:41])[C:36]=1[C:42]1[CH:47]=[CH:46][C:45]([O:48][C:49]2[CH:54]=[CH:53][CH:52]=[CH:51][CH:50]=2)=[CH:44][CH:43]=1, predict the reaction product. (9) Given the reactants IN1C(=O)CCC1=O.C(N([CH2:14][CH3:15])CC)C.[OH-].[Na+].[Cl:18][C:19]1[CH:24]=[C:23]([CH3:25])[CH:22]=[C:21]([OH:26])[C:20]=1[C:27]([C:29]1[CH:34]=[CH:33][C:32]([O:35]C)=[CH:31][CH:30]=1)=[O:28], predict the reaction product. The product is: [Cl:18][C:19]1[CH:24]=[C:23]([CH3:25])[CH:22]=[C:21]([OH:26])[C:20]=1[C:27]([C:29]1[CH:34]=[CH:33][C:32]([O:35][CH2:14][CH3:15])=[CH:31][CH:30]=1)=[O:28].